Dataset: Forward reaction prediction with 1.9M reactions from USPTO patents (1976-2016). Task: Predict the product of the given reaction. (1) Given the reactants Br[C:2]1[N:9]=[CH:8][CH:7]=[C:6]([Cl:10])[C:3]=1[CH:4]=[O:5].[C:11]1(=[O:24])[C:16]2[CH:17]=[C:18]3[N:23]([C:15]=2[CH2:14][CH2:13][NH:12]1)[CH2:22][CH2:21][CH2:20][CH2:19]3.CC1(C)C2C(=C(P(C3C=CC=CC=3)C3C=CC=CC=3)C=CC=2)OC2C(P(C3C=CC=CC=3)C3C=CC=CC=3)=CC=CC1=2.C([O-])(=O)C.[K+], predict the reaction product. The product is: [Cl:10][C:6]1[C:3]([CH:4]=[O:5])=[C:2]([N:12]2[CH2:13][CH2:14][C:15]3[N:23]4[C:18]([CH2:19][CH2:20][CH2:21][CH2:22]4)=[CH:17][C:16]=3[C:11]2=[O:24])[N:9]=[CH:8][CH:7]=1. (2) Given the reactants [Br:1][C:2]1[C:3]([O:40][CH3:41])=[CH:4][CH:5]=[C:6]2[C:11]=1[N:10]=[C:9]([O:12][CH2:13][CH3:14])[CH:8]=[C:7]2[O:15][CH:16]1[CH2:33][CH:32]2[CH:18]([C:19](=[O:39])[N:20]([CH3:38])[CH2:21][CH2:22][CH2:23][CH2:24][CH:25]=[CH:26][CH:27]3[C:29]([C:35](O)=[O:36])([NH:30][C:31]2=[O:34])[CH2:28]3)[CH2:17]1.C(OC1C=C(OC2CC3C(C(=O)N(C)CCCCC=CC4C(C([NH:77][S:78]([CH:81]5[CH2:83][CH2:82]5)(=[O:80])=[O:79])=O)(NC3=O)C4)C2)C2C(=C(C)C(OC)=CC=2)N=1)C, predict the reaction product. The product is: [Br:1][C:2]1[C:3]([O:40][CH3:41])=[CH:4][CH:5]=[C:6]2[C:11]=1[N:10]=[C:9]([O:12][CH2:13][CH3:14])[CH:8]=[C:7]2[O:15][CH:16]1[CH2:33][CH:32]2[CH:18]([C:19](=[O:39])[N:20]([CH3:38])[CH2:21][CH2:22][CH2:23][CH2:24][CH:25]=[CH:26][CH:27]3[C:29]([C:35]([NH:77][S:78]([CH:81]4[CH2:83][CH2:82]4)(=[O:80])=[O:79])=[O:36])([NH:30][C:31]2=[O:34])[CH2:28]3)[CH2:17]1. (3) Given the reactants [C:1]([NH:4][C:5]1[N:10]=[CH:9][C:8]([NH:11][C:12](=[O:19])OCC(Cl)(Cl)Cl)=[CH:7][CH:6]=1)(=[O:3])[CH3:2].[C:20]1([C:32]2[CH:37]=[CH:36][CH:35]=[CH:34][CH:33]=2)[CH:25]=[CH:24][CH:23]=[C:22]([N:26]2[CH2:31][CH2:30][NH:29][CH2:28][CH2:27]2)[CH:21]=1.C(N(C(C)C)CC)(C)C.O, predict the reaction product. The product is: [C:1]([NH:4][C:5]1[N:10]=[CH:9][C:8]([NH:11][C:12]([N:29]2[CH2:30][CH2:31][N:26]([C:22]3[CH:21]=[C:20]([C:32]4[CH:33]=[CH:34][CH:35]=[CH:36][CH:37]=4)[CH:25]=[CH:24][CH:23]=3)[CH2:27][CH2:28]2)=[O:19])=[CH:7][CH:6]=1)(=[O:3])[CH3:2]. (4) Given the reactants [F:1][C:2]1[CH:7]=[CH:6][CH:5]=[C:4]([O:8][C:9]2[CH:14]=[CH:13][C:12]([CH:15]([F:20])[C:16](F)([F:18])[F:17])=[CH:11][C:10]=2[O:21][CH3:22])[N:3]=1.[Li+].C[Si]([N-][Si](C)(C)C)(C)C, predict the reaction product. The product is: [F:1][C:2]1[CH:7]=[CH:6][CH:5]=[C:4]([O:8][C:9]2[CH:14]=[CH:13][C:12]([C:15]([F:20])=[C:16]([F:17])[F:18])=[CH:11][C:10]=2[O:21][CH3:22])[N:3]=1. (5) Given the reactants C(N(CC)CC)C.[C:8]([C:12]1[CH:13]=[C:14]([NH:30][S:31]([CH3:34])(=[O:33])=[O:32])[C:15]([O:28][CH3:29])=[C:16]([NH:18][C:19](=[O:27])OC2C=CC=CC=2)[CH:17]=1)([CH3:11])([CH3:10])[CH3:9].[NH2:35][C:36]1[C:45]2[C:40](=[CH:41][CH:42]=[CH:43][CH:44]=2)[C:39]([O:46][C:47]2[CH:52]=[CH:51][N:50]=[C:49]([NH:53][C:54]3[CH:59]=[CH:58][C:57]([P:60](=[O:67])([O:64][CH2:65][CH3:66])[O:61][CH2:62][CH3:63])=[C:56]([O:68][CH3:69])[CH:55]=3)[CH:48]=2)=[CH:38][CH:37]=1.C(=O)(O)[O-].[NH4+], predict the reaction product. The product is: [C:8]([C:12]1[CH:13]=[C:14]([NH:30][S:31]([CH3:34])(=[O:32])=[O:33])[C:15]([O:28][CH3:29])=[C:16]([NH:18][C:19](=[O:27])[NH:35][C:36]2[C:45]3[C:40](=[CH:41][CH:42]=[CH:43][CH:44]=3)[C:39]([O:46][C:47]3[CH:52]=[CH:51][N:50]=[C:49]([NH:53][C:54]4[CH:59]=[CH:58][C:57]([P:60](=[O:67])([O:61][CH2:62][CH3:63])[O:64][CH2:65][CH3:66])=[C:56]([O:68][CH3:69])[CH:55]=4)[CH:48]=3)=[CH:38][CH:37]=2)[CH:17]=1)([CH3:11])([CH3:10])[CH3:9]. (6) Given the reactants Br[CH:2]1[C:6]([Cl:7])=[C:5]([CH3:8])[C:4](=[O:9])[O:3]1.[C:10]([C:14]1[N:18]([CH3:19])[N:17]=[C:16]([NH2:20])[CH:15]=1)([CH3:13])([CH3:12])[CH3:11].C(N(CC)CC)C, predict the reaction product. The product is: [C:10]([C:14]1[N:18]([CH3:19])[N:17]=[C:16]([NH:20][CH:2]2[O:3][C:4](=[O:9])[C:5]([CH3:8])=[C:6]2[Cl:7])[CH:15]=1)([CH3:13])([CH3:11])[CH3:12]. (7) Given the reactants [CH3:1][C:2]1[C:9]([Cl:10])=[CH:8][CH:7]=[CH:6][C:3]=1[CH2:4]Cl.[C-:11]#[N:12].[Na+].CS(C)=O, predict the reaction product. The product is: [Cl:10][C:9]1[C:2]([CH3:1])=[C:3]([CH2:4][C:11]#[N:12])[CH:6]=[CH:7][CH:8]=1. (8) Given the reactants [N+:1]([C:4]1[CH:5]=[C:6]2[C:10](=[CH:11][CH:12]=1)[NH:9][N:8]=[CH:7]2)([O-:3])=[O:2].C(=O)([O-])[O-].[Cs+].[Cs+].Br[CH2:20][CH2:21][NH:22][C:23](=[O:29])[O:24][C:25]([CH3:28])([CH3:27])[CH3:26], predict the reaction product. The product is: [N+:1]([C:4]1[CH:12]=[CH:11][C:10]2[C:6](=[CH:7][N:8]([CH2:20][CH2:21][NH:22][C:23](=[O:29])[O:24][C:25]([CH3:28])([CH3:27])[CH3:26])[N:9]=2)[CH:5]=1)([O-:3])=[O:2]. (9) Given the reactants [C:1]([C:5]1[N:10]=[C:9]([N:11]2[CH2:16][CH2:15][N:14]([CH2:17][CH2:18][CH2:19][CH2:20][NH2:21])[CH2:13][CH2:12]2)[CH:8]=[C:7]([C:22]([F:25])([F:24])[F:23])[N:6]=1)([CH3:4])([CH3:3])[CH3:2].C1N=CN([C:31]([N:33]2[CH:37]=N[CH:35]=[CH:34]2)=[O:32])C=1.C1[C:46]2[C:41](=[CH:42][CH:43]=C[CH:45]=2)CN1, predict the reaction product. The product is: [C:1]([C:5]1[N:10]=[C:9]([N:11]2[CH2:16][CH2:15][N:14]([CH2:17][CH2:18][CH2:19][CH2:20][NH:21][C:31]([N:33]3[CH2:34][C:35]4[C:43](=[CH:42][CH:41]=[CH:46][CH:45]=4)[CH2:37]3)=[O:32])[CH2:13][CH2:12]2)[CH:8]=[C:7]([C:22]([F:24])([F:25])[F:23])[N:6]=1)([CH3:4])([CH3:2])[CH3:3].